From a dataset of Forward reaction prediction with 1.9M reactions from USPTO patents (1976-2016). Predict the product of the given reaction. (1) Given the reactants [Cl:1][C:2]1[CH:3]=[N:4][N:5]([CH3:38])[C:6]=1[C:7]1[N:12]=[C:11]2[CH2:13][N:14]([C@@H:17]([CH2:30][C:31]3[CH:36]=[CH:35][CH:34]=[C:33]([F:37])[CH:32]=3)[CH2:18][N:19]3C(=O)C4C(=CC=CC=4)C3=O)[C:15](=[O:16])[C:10]2=[CH:9][CH:8]=1.NN, predict the reaction product. The product is: [NH2:19][CH2:18][C@@H:17]([N:14]1[C:15](=[O:16])[C:10]2[C:11](=[N:12][C:7]([C:6]3[N:5]([CH3:38])[N:4]=[CH:3][C:2]=3[Cl:1])=[CH:8][CH:9]=2)[CH2:13]1)[CH2:30][C:31]1[CH:36]=[CH:35][CH:34]=[C:33]([F:37])[CH:32]=1. (2) Given the reactants [Cl:1][C:2]1[CH:3]=[C:4]([C:8]2[N:12]([CH:13]3[CH2:15][CH2:14]3)[C:11](=[O:16])[N:10]([CH2:17][C:18]([OH:20])=O)[N:9]=2)[CH:5]=[CH:6][CH:7]=1.[F:21][C:22]([F:32])([F:31])[C:23]1[CH:24]=[C:25]([CH:28]=[CH:29][CH:30]=1)[CH2:26][NH2:27].C1C=CC2N(O)N=NC=2C=1.CCN=C=NCCCN(C)C.Cl, predict the reaction product. The product is: [Cl:1][C:2]1[CH:3]=[C:4]([C:8]2[N:12]([CH:13]3[CH2:14][CH2:15]3)[C:11](=[O:16])[N:10]([CH2:17][C:18]([NH:27][CH2:26][C:25]3[CH:28]=[CH:29][CH:30]=[C:23]([C:22]([F:21])([F:31])[F:32])[CH:24]=3)=[O:20])[N:9]=2)[CH:5]=[CH:6][CH:7]=1. (3) Given the reactants Cl[C:2]1[CH:3]=[C:4]([C:8]#[C:9][C:10]2[CH2:14][C:13]3([C:22]4[C:17](=[CH:18][CH:19]=[CH:20][CH:21]=4)[C:16](=[N:23][O:24][CH3:25])[CH2:15]3)[O:12][N:11]=2)[CH:5]=[CH:6][CH:7]=1.CC1[N:32]=C(C#CC2CC3(C4C(=CC=CC=4)C(=O)C3)ON=2)C=CC=1, predict the reaction product. The product is: [CH3:25][O:24][N:23]=[C:16]1[C:17]2[C:22](=[CH:21][CH:20]=[CH:19][CH:18]=2)[C:13]2([O:12][N:11]=[C:10]([C:9]#[C:8][C:4]3[CH:3]=[CH:2][CH:7]=[C:6]([CH3:5])[N:32]=3)[CH2:14]2)[CH2:15]1. (4) Given the reactants [CH3:1][C:2]1[C:3]([CH2:8][OH:9])=[N:4][CH:5]=[CH:6][CH:7]=1.S(Cl)(Cl)=O.[CH:14]1([NH:17][C:18](=[O:36])[C:19]2[CH:24]=[CH:23][C:22]([CH3:25])=[C:21]([NH:26][C:27](=[O:35])[C:28]3[CH:33]=[CH:32][C:31](O)=[CH:30][CH:29]=3)[CH:20]=2)[CH2:16][CH2:15]1.C(=O)([O-])[O-].[K+].[K+], predict the reaction product. The product is: [CH:14]1([NH:17][C:18](=[O:36])[C:19]2[CH:24]=[CH:23][C:22]([CH3:25])=[C:21]([NH:26][C:27](=[O:35])[C:28]3[CH:29]=[CH:30][C:31]([O:9][CH2:8][C:3]4[C:2]([CH3:1])=[CH:7][CH:6]=[CH:5][N:4]=4)=[CH:32][CH:33]=3)[CH:20]=2)[CH2:16][CH2:15]1. (5) The product is: [F:1][C:2]1[CH:7]=[CH:6][C:5]([N:8]([CH2:9][C:10]2[CH:35]=[CH:34][C:13]3[NH:14][C:15]([C@@H:17]4[CH2:21][CH2:20][CH2:19][N:18]4[C:22](=[O:33])[C@@H:23]([NH:28][C:29](=[O:30])[O:31][CH3:32])[C:24]([OH:27])([CH3:25])[CH3:26])=[N:16][C:12]=3[CH:11]=2)[CH2:36][C:37]2[CH:42]=[CH:41][C:40]([NH:43][C:44]([C@H:46]3[CH2:50][CH2:49][CH2:48][NH:47]3)=[O:45])=[CH:39][CH:38]=2)=[CH:4][CH:3]=1. Given the reactants [F:1][C:2]1[CH:7]=[CH:6][C:5]([N:8]([CH2:36][C:37]2[CH:42]=[CH:41][C:40]([NH:43][C:44]([C@H:46]3[CH2:50][CH2:49][CH2:48][N:47]3C(OCC3C4C=CC=CC=4C4C3=CC=CC=4)=O)=[O:45])=[CH:39][CH:38]=2)[CH2:9][C:10]2[CH:35]=[CH:34][C:13]3[NH:14][C:15]([C@@H:17]4[CH2:21][CH2:20][CH2:19][N:18]4[C:22](=[O:33])[C@@H:23]([NH:28][C:29]([O:31][CH3:32])=[O:30])[C:24]([OH:27])([CH3:26])[CH3:25])=[N:16][C:12]=3[CH:11]=2)=[CH:4][CH:3]=1.C(NCC)C, predict the reaction product. (6) Given the reactants [CH3:1][O:2][C:3]1[CH:8]=[CH:7][C:6]([N:9]2[CH2:14][CH2:13][N:12]([CH2:15][CH2:16][NH2:17])[CH2:11][CH2:10]2)=[CH:5][CH:4]=1.[C:18]1([N:24]2[C:28]([C:29]3[O:30][CH:31]=[CH:32][CH:33]=3)=[CH:27][C:26]([CH:34]=O)=[N:25]2)[CH:23]=[CH:22][CH:21]=[CH:20][CH:19]=1, predict the reaction product. The product is: [O:30]1[CH:31]=[CH:32][CH:33]=[C:29]1[C:28]1[N:24]([C:18]2[CH:19]=[CH:20][CH:21]=[CH:22][CH:23]=2)[N:25]=[C:26]([CH2:34][NH:17][CH2:16][CH2:15][N:12]2[CH2:11][CH2:10][N:9]([C:6]3[CH:5]=[CH:4][C:3]([O:2][CH3:1])=[CH:8][CH:7]=3)[CH2:14][CH2:13]2)[CH:27]=1.